This data is from Forward reaction prediction with 1.9M reactions from USPTO patents (1976-2016). The task is: Predict the product of the given reaction. (1) Given the reactants [OH-].[Na+].[CH3:3][O:4][CH2:5][CH2:6][O:7][CH2:8][O:9][C:10]1[CH:15]=[CH:14][C:13]([C@@H:16]2[CH2:18][C@H:17]2[C:19]([O:21]CC)=[O:20])=[CH:12][CH:11]=1, predict the reaction product. The product is: [CH3:3][O:4][CH2:5][CH2:6][O:7][CH2:8][O:9][C:10]1[CH:15]=[CH:14][C:13]([C@@H:16]2[CH2:18][C@H:17]2[C:19]([OH:21])=[O:20])=[CH:12][CH:11]=1. (2) Given the reactants N[C:2]1[CH:7]=[CH:6][C:5]([C:8](=[O:10])[CH3:9])=[CH:4][C:3]=1[CH3:11].[BrH:12].N([O-])=O.[Na+].[C:17]([O:21][CH3:22])(=[O:20])[CH:18]=[CH2:19], predict the reaction product. The product is: [C:8]([C:5]1[CH:6]=[CH:7][C:2]([CH2:19][CH:18]([Br:12])[C:17]([O:21][CH3:22])=[O:20])=[C:3]([CH3:11])[CH:4]=1)(=[O:10])[CH3:9]. (3) Given the reactants [F:1][C:2]([F:9])([F:8])[C:3]([O:5]CC)=O.C[O-].[Na+].CO.[C:15]([C:18]1[CH:23]=[CH:22][N:21]=[CH:20][CH:19]=1)(=[O:17])[CH3:16].C(O)(=O)CC(CC(O)=O)(C(O)=O)O, predict the reaction product. The product is: [F:9][C:2]([F:1])([F:8])[C:3](=[O:5])[CH2:16][C:15]([C:18]1[CH:23]=[CH:22][N:21]=[CH:20][CH:19]=1)=[O:17]. (4) The product is: [F:21][C:22]1[CH:23]=[CH:24][C:25]([C:28]2[O:46][C:31]3=[N:32][CH:33]=[C:34]([C:36]4[CH:37]=[C:38]([CH:43]=[CH:44][CH:45]=4)[C:39]([O:41][CH3:42])=[O:40])[CH:35]=[C:30]3[C:29]=2[CH:47]=[O:16])=[CH:26][CH:27]=1. Given the reactants CC(N=NC(C#N)(C)C)(C#N)C.C1C(=O)N(Br)C(=[O:16])C1.[F:21][C:22]1[CH:27]=[CH:26][C:25]([C:28]2[O:46][C:31]3=[N:32][CH:33]=[C:34]([C:36]4[CH:37]=[C:38]([CH:43]=[CH:44][CH:45]=4)[C:39]([O:41][CH3:42])=[O:40])[CH:35]=[C:30]3[C:29]=2[CH3:47])=[CH:24][CH:23]=1.C[N+]1([O-])CCOCC1, predict the reaction product. (5) The product is: [NH2:15][CH:13]([C:9]1[CH:8]=[C:7]([CH:12]=[CH:11][CH:10]=1)[O:6][C:5]1[CH:23]=[CH:24][C:2]([Cl:1])=[CH:3][C:4]=1[C:25]#[N:26])[CH3:14].[ClH:1]. Given the reactants [Cl:1][C:2]1[CH:24]=[CH:23][C:5]([O:6][C:7]2[CH:8]=[C:9]([CH:13]([NH:15]C(=O)OC(C)(C)C)[CH3:14])[CH:10]=[CH:11][CH:12]=2)=[C:4]([C:25]#[N:26])[CH:3]=1, predict the reaction product. (6) Given the reactants Br[C:2]1[C:3]([CH3:18])=[C:4]([C:9]([O:16][CH3:17])=[C:10]([C:12]([CH3:15])([CH3:14])[CH3:13])[CH:11]=1)[C:5]([O:7][CH3:8])=[O:6].C(=O)([O-])[O-].[Na+].[Na+].[Cl:25][C:26]1[CH:27]=[C:28](B(O)O)[CH:29]=[CH:30][C:31]=1[Cl:32], predict the reaction product. The product is: [C:12]([C:10]1[C:9]([O:16][CH3:17])=[C:4]([C:5]([O:7][CH3:8])=[O:6])[C:3]([CH3:18])=[C:2]([C:29]2[CH:28]=[CH:27][C:26]([Cl:25])=[C:31]([Cl:32])[CH:30]=2)[CH:11]=1)([CH3:15])([CH3:14])[CH3:13]. (7) Given the reactants [CH3:1][N:2]1[CH2:6][C:5]([CH3:8])([CH3:7])[CH2:4][C@H:3]1[C:9]1[N:13]2[CH:14]=[C:15]([O:18][C@H:19]3[C:28]4[C:23](=[CH:24][CH:25]=[CH:26][CH:27]=4)[C@@H:22]([NH2:29])[CH2:21][CH2:20]3)[CH:16]=[CH:17][C:12]2=[N:11][N:10]=1.ClC(Cl)(Cl)C[O:33][C:34](=O)[NH:35][C:36]1[N:37]([C:45]2[CH:50]=[CH:49][C:48]([CH3:51])=[CH:47][CH:46]=2)[N:38]=[C:39]([C:41]([CH3:44])([CH3:43])[CH3:42])[CH:40]=1.CCN(C(C)C)C(C)C.N, predict the reaction product. The product is: [C:41]([C:39]1[CH:40]=[C:36]([NH:35][C:34]([NH:29][C@@H:22]2[C:23]3[C:28](=[CH:27][CH:26]=[CH:25][CH:24]=3)[C@H:19]([O:18][C:15]3[CH:16]=[CH:17][C:12]4[N:13]([C:9]([C@@H:3]5[CH2:4][C:5]([CH3:8])([CH3:7])[CH2:6][N:2]5[CH3:1])=[N:10][N:11]=4)[CH:14]=3)[CH2:20][CH2:21]2)=[O:33])[N:37]([C:45]2[CH:50]=[CH:49][C:48]([CH3:51])=[CH:47][CH:46]=2)[N:38]=1)([CH3:44])([CH3:42])[CH3:43]. (8) Given the reactants [CH3:1][O:2][C:3](=[O:21])[CH2:4][N:5]([C:12]1[CH:17]=[CH:16][C:15]([N+:18]([O-])=O)=[CH:14][CH:13]=1)[C:6](=[O:11])[C:7]([F:10])([F:9])[F:8].[H][H], predict the reaction product. The product is: [CH3:1][O:2][C:3](=[O:21])[CH2:4][N:5]([C:12]1[CH:13]=[CH:14][C:15]([NH2:18])=[CH:16][CH:17]=1)[C:6](=[O:11])[C:7]([F:10])([F:9])[F:8]. (9) Given the reactants [NH:1]1[C:9]2[C:4](=[CH:5][CH:6]=[CH:7][CH:8]=2)[C:3]([CH2:10][CH2:11][NH2:12])=[CH:2]1.[C:13](O[C:13]([O:15][C:16]([CH3:19])([CH3:18])[CH3:17])=[O:14])([O:15][C:16]([CH3:19])([CH3:18])[CH3:17])=[O:14], predict the reaction product. The product is: [NH:1]1[C:9]2[C:4](=[CH:5][CH:6]=[CH:7][CH:8]=2)[C:3]([CH2:10][CH2:11][NH:12][C:13](=[O:14])[O:15][C:16]([CH3:19])([CH3:18])[CH3:17])=[CH:2]1. (10) Given the reactants [Cl:1][C:2]([Cl:7])([Cl:6])[C:3](=[NH:5])[O-:4].[C:8]([O:11][CH2:12][C@H:13]1[O:19][CH:17](O)[C@H:16]([N:20]=[N+:21]=[N-:22])[C@@H:15]([O:23][CH2:24][CH2:25][CH2:26][CH2:27][CH2:28][CH3:29])[C@@H:14]1[O:30][CH2:31][CH2:32][CH2:33][CH2:34][CH2:35][CH3:36])(=[O:10])[CH3:9], predict the reaction product. The product is: [Cl:1][C:2]([Cl:7])([Cl:6])[C:3]([O:4][CH:17]1[O:19][C@H:13]([CH2:12][O:11][C:8](=[O:10])[CH3:9])[C@@H:14]([O:30][CH2:31][CH2:32][CH2:33][CH2:34][CH2:35][CH3:36])[C@H:15]([O:23][CH2:24][CH2:25][CH2:26][CH2:27][CH2:28][CH3:29])[C@H:16]1[N:20]=[N+:21]=[N-:22])=[NH:5].